This data is from Catalyst prediction with 721,799 reactions and 888 catalyst types from USPTO. The task is: Predict which catalyst facilitates the given reaction. (1) Reactant: [Cl:1][C:2]1[CH:7]=[CH:6][C:5]([CH:8]([CH2:24][CH3:25])[C:9]([NH:11][N:12]2[C:21](=[O:22])[C:20]3[C:15](=[CH:16][CH:17]=[CH:18][CH:19]=3)[N:14]=[C:13]2[SH:23])=[O:10])=[CH:4][CH:3]=1.Br[CH:27]([CH3:29])[CH3:28].O.Cl. Product: [Cl:1][C:2]1[CH:7]=[CH:6][C:5]([CH:8]([CH2:24][CH3:25])[C:9]([NH:11][N:12]2[C:21](=[O:22])[C:20]3[C:15](=[CH:16][CH:17]=[CH:18][CH:19]=3)[N:14]=[C:13]2[S:23][CH:27]([CH3:29])[CH3:28])=[O:10])=[CH:4][CH:3]=1. The catalyst class is: 8. (2) Reactant: Br[CH2:2][C:3]([O-:5])=[O:4].[CH3:6][O:7][C:8]1[CH:15]=[CH:14][C:11]([CH2:12][NH2:13])=[CH:10][CH:9]=1.Cl. Product: [C:11]([O:5][C:3](=[O:4])[CH2:2][NH:13][CH2:12][C:11]1[CH:14]=[CH:15][C:8]([O:7][CH3:6])=[CH:9][CH:10]=1)([CH3:14])([CH3:12])[CH3:10]. The catalyst class is: 2. (3) Reactant: [ClH:1].Cl.[CH2:3]([N:10]1[CH2:15][CH2:14][NH:13][CH2:12][CH2:11]1)[C:4]1[CH:9]=[CH:8][CH:7]=[CH:6][CH:5]=1.Br[CH2:17][C:18]([C:20]1[CH:25]=[CH:24][C:23]([O:26][CH3:27])=[CH:22][CH:21]=1)=[O:19].C([O-])([O-])=O.[K+].[K+]. Product: [ClH:1].[ClH:1].[CH2:3]([N:10]1[CH2:15][CH2:14][N:13]([CH2:17][C:18]([C:20]2[CH:25]=[CH:24][C:23]([O:26][CH3:27])=[CH:22][CH:21]=2)=[O:19])[CH2:12][CH2:11]1)[C:4]1[CH:5]=[CH:6][CH:7]=[CH:8][CH:9]=1. The catalyst class is: 21. (4) Reactant: [CH:1]12[CH2:9][CH:5]([CH2:6][NH:7][CH2:8]1)[CH2:4][N:3]([CH2:10][CH:11]([OH:22])[CH2:12][O:13][C:14]1[CH:21]=[CH:20][C:17]([C:18]#[N:19])=[CH:16][CH:15]=1)[CH2:2]2.Br[C:24]1[S:25][CH:26]=[CH:27][N:28]=1.C([O-])([O-])=O.[K+].[K+]. Product: [OH:22][CH:11]([CH2:10][N:3]1[CH2:4][CH:5]2[CH2:9][CH:1]([CH2:8][N:7]([C:24]3[S:25][CH:26]=[CH:27][N:28]=3)[CH2:6]2)[CH2:2]1)[CH2:12][O:13][C:14]1[CH:15]=[CH:16][C:17]([C:18]#[N:19])=[CH:20][CH:21]=1. The catalyst class is: 3.